This data is from Catalyst prediction with 721,799 reactions and 888 catalyst types from USPTO. The task is: Predict which catalyst facilitates the given reaction. Reactant: CN(C(ON1N=NC2C=CC=NC1=2)=[N+](C)C)C.F[P-](F)(F)(F)(F)F.CCN(C(C)C)C(C)C.[OH:34][CH2:35][C@H:36]([NH:40][C:41](=[O:49])[CH2:42][N:43]1[CH2:48][CH2:47][O:46][CH2:45][CH2:44]1)[C:37]([OH:39])=O.[NH2:50][C@@H:51]([CH2:69][C:70]1[CH:75]=[CH:74][C:73]([S:76]([CH3:79])(=[O:78])=[O:77])=[CH:72][CH:71]=1)[C:52]([NH:54][C@@H:55]([CH2:62][C:63]1[CH2:68][CH2:67][CH2:66][CH2:65][CH:64]=1)[C:56]([C@@:58]1([CH3:61])[CH2:60][O:59]1)=[O:57])=[O:53]. Product: [C:63]1([CH2:62][C@H:55]([NH:54][C:52](=[O:53])[C@@H:51]([NH:50][C:37](=[O:39])[C@@H:36]([NH:40][C:41](=[O:49])[CH2:42][N:43]2[CH2:48][CH2:47][O:46][CH2:45][CH2:44]2)[CH2:35][OH:34])[CH2:69][C:70]2[CH:75]=[CH:74][C:73]([S:76]([CH3:79])(=[O:77])=[O:78])=[CH:72][CH:71]=2)[C:56]([C@@:58]2([CH3:61])[CH2:60][O:59]2)=[O:57])[CH2:68][CH2:67][CH2:66][CH2:65][CH:64]=1. The catalyst class is: 303.